From a dataset of Experimentally validated miRNA-target interactions with 360,000+ pairs, plus equal number of negative samples. Binary Classification. Given a miRNA mature sequence and a target amino acid sequence, predict their likelihood of interaction. (1) The miRNA is mmu-miR-98-5p with sequence UGAGGUAGUAAGUUGUAUUGUU. The protein sequence of the target gene is MAEEREPELYLKWKHCETPGVKTLCNLKHCETPGVKTLCNLKKLLNRLQKDHREDVYLYISGHLNPNKLYQPPETILQHWPNAHRPKGERASEVGEPPAGKVARMKEALAHFTIHTALVPSEAQDTPLFRYLNPQASLSHTSEEDFLPVEAVREGKEEKKGGPPGRGPPGWRRREELRLPDLKVLCYQEAGSRGTRDRHHYVSSYLAGATSADRYRMFLRFQKEVLAKQDLLKNDFTGSKAAAGHERKLQQELQKICTCSPQQFNRLHVFGKVFEDICNSSLIFGDLLKKVKDEYELYMA.... Result: 0 (no interaction). (2) The miRNA is mmu-miR-292a-5p with sequence ACUCAAACUGGGGGCUCUUUUG. The protein sequence of the target gene is MEPFSCDTFVALPPATVDNRIIFGKNSDRLYDEVQEVVYFPAVVHDNLGERLKCTYIEIDQVPETYAVVLSRPAWLWGAEMGANEHGVCIGNEAVWGREEVCDEEALLGMDLVRLGLERADTAEKALNVIVDLLEKYGQGGNCTEGRMVFSYHNSFLIADRNEAWILETAGKYWAAEKVQEGVRNISNQLSITTKIAREHPDMRNYAKRKGWWDGKKEFDFAAAYSYLDTAKMMTSSGRYCEGYKLLNKHKGNITFETMMEILRDKPSGINMEGEFLTTASMVSILPQDSSLPCIHFFTG.... Result: 0 (no interaction). (3) The protein sequence of the target gene is MYHNSSQKRHWTFSSEEQLARLRADANRKFRCKAVANGKVLPNDPVFLEPHEEMTLCKYYEKRLLEFCSVFKPAMPRSVVGTACMYFKRFYLNNSVMEYHPRIIMLTCAFLACKVDEFNVSSPQFVGNLRESPLGQEKALEQILEYELLLIQQLNFHLIVHNPYRPFEGFLIDLKTRYPILENPEILRKTADDFLNRIALTDAYLLYTPSQIALTAILSSASRAGITMESYLSESLMLKENRTCLSQLLDIMKSMRNLVKKYEPPRSEEVAVLKQKLERCHSAELALNVITKKRKGYEDD.... The miRNA is hsa-miR-1825 with sequence UCCAGUGCCCUCCUCUCC. Result: 0 (no interaction). (4) The miRNA is hsa-miR-7847-3p with sequence CGUGGAGGACGAGGAGGAGGC. The protein sequence of the target gene is MESRGKSASSPKPDTKVPQVTTEAKVPPAADGKAPLTKPSKKEAPAEKQQPPAAPTTAPAKKTSAKADPALLNNHSNLKPAPTVPSSPDATPEPKGPGDGAEEDEAASGGPGGRGPWSCENFNPLLVAGGVAVAAIALILGVAFLVRKK. Result: 0 (no interaction). (5) The miRNA is hsa-miR-3179 with sequence AGAAGGGGUGAAAUUUAAACGU. The protein sequence of the target gene is MSFPKYKPSSLRTLPETLDPAEYNISPETRRAQAERLAIRAQLKREYLLQYNDPNRRGLIENPALLRWAYARTINVYPNFRPTPKNSLMGALCGFGPLIFIYYIIKTERDRKEKLIQEGKLDRTFHLSY. Result: 0 (no interaction). (6) The miRNA is cel-miR-234-3p with sequence UUAUUGCUCGAGAAUACCCUU. The protein sequence of the target gene is MTGKLYGNKDNFRTQKVLIAAKLANKTVTLAGDAAPADKFPLGVTPAFEGDALLFGAESIGLHLTGTSANAETVQWLQFAEGYLLPAVLGYVLPSVSAANFDKKTVEQYKNELNGQLQVLDRVLVKKTYLVGERLSLADVSVALDLLPAFQYVLDANARKSIVNVTRWFRTVVNQPAVKEVLGEVSLASSVAQFNQAKFTELSAKVAKSAPKAEKPKKEAKPAAAAAQPEDDEPKEEKSKDPFQDMPKGTFVLDNFKRSYSNEDTATKAIPHFWENFDADNWSIWKCEYKYPEDLTLAFM.... Result: 1 (interaction). (7) The miRNA is hsa-miR-4765 with sequence UGAGUGAUUGAUAGCUAUGUUC. The protein sequence of the target gene is MLLPSDVARLVLGYLQQENLISTCQTFILESSDLKEYAEHCTDEGFIPACLLSLFGKNLTTILNEYVAMKTKETSNNVPAIMSSLWKKLDHTLSQIRSMQSSPRFAGSQRARTRTGIAEIKRQRKLASQTAPASAELLTLPYLSGQFTTPPSTGTQVTRPSGQISDPSRSYFVVVNHSQSQDTVTTGEALNVIPGAQEKKAHASLMSPGRRKSESQRKSTTLSGPHSTIRNFQDPNAFAVEKQMVIENAREKILSNKSLQEKLAENINKFLTSDNNIAQVPKQTDNNPTEPETSIDEFLG.... Result: 1 (interaction). (8) The miRNA is hsa-miR-5572 with sequence GUUGGGGUGCAGGGGUCUGCU. The protein sequence of the target gene is MANSQPKASQQRQAKVMTAAAGSASRVAVPLLLCALLVPGGAYVLDDSDGLGREFDGIGAVSGGGATSRLLVNYPEPYRSEILDYLFKPNFGASLHILKVEIGGDGQTTDGTEPSHMHYELDENYFRGYEWWLMKEAKKRNPDIILMGLPWSFPGWLGKGFSWPYVNLQLTAYYVVRWILGAKHYHDLDIDYIGIWNERPFDANYIKELRKMLDYQGLQRVRIIASDNLWEPISSSLLLDQELWKVVDVIGAHYPGTYTVWNAKMSGKKLWSSEDFSTINSNVGAGCWSRILNQNYINGN.... Result: 0 (no interaction). (9) The miRNA is hsa-miR-4662b with sequence AAAGAUGGACAAUUGGCUAAAU. The protein sequence of the target gene is MEDCLHTSSENLSKLVSWAHSHGTICSLIPNLKHLLSEGSHGNLTAMWGCSAGHAYHWPLTATCRAGSQERVCFQDNRSFNSDSPSIIGVPSETQTSPVERYPGRPVKAKLDCNRTRDSCDFSYCSEPSELDETVEEYEDENTLFDMVCESSVTDEDSDFEPQTQRPQSIARKRPGVVPSSLHSSSQTQMVDECSNDVIIKKIKQEIPEDYYIVANAELTGGVDGPALSLTQMAKPKPQTHAGPSCVGSAKLIPHVTSAISTELDPHGMSASPSVISRPIVQKTARVSLASPNRGPPGTH.... Result: 0 (no interaction).